This data is from CYP2C9 inhibition data for predicting drug metabolism from PubChem BioAssay. The task is: Regression/Classification. Given a drug SMILES string, predict its absorption, distribution, metabolism, or excretion properties. Task type varies by dataset: regression for continuous measurements (e.g., permeability, clearance, half-life) or binary classification for categorical outcomes (e.g., BBB penetration, CYP inhibition). Dataset: cyp2c9_veith. (1) The compound is COc1ccc(C(=O)N2CCC3(CCCN(Cc4ccccc4OC)C3)CC2)cc1. The result is 0 (non-inhibitor). (2) The compound is Cc1cc(=O)oc(C)c1C(=O)N1CCCc2ccccc21. The result is 0 (non-inhibitor). (3) The compound is CCOc1cc(CC(=O)N[C@@H](CC(C)C)c2ccccc2N2CCCCC2)ccc1C(=O)O. The result is 0 (non-inhibitor). (4) The molecule is CC(=O)O[C@H]1CC[C@@]2(C)[C@@H](CC[C@H]3[C@H]2CC(=O)[C@@]2(C)[C@H](C(C)=O)[C@H](N4CC4)C[C@H]32)C1. The result is 0 (non-inhibitor). (5) The drug is N[C@H](CP(=O)(O)O)C(=O)O. The result is 0 (non-inhibitor). (6) The drug is OC[C@@H]1O[C@@H](n2cnc3c(N[C@H]4CCC[C@@H]4O)ncnc32)[C@H](O)[C@H]1O. The result is 0 (non-inhibitor). (7) The molecule is NC(N)=NCCN=C(N)N.O=S(=O)(O)O. The result is 0 (non-inhibitor). (8) The molecule is CCOC(=O)c1oc2ccccc2c1NC(=O)c1ccc2c(c1)OCO2. The result is 0 (non-inhibitor). (9) The molecule is CS(=O)(=O)c1ccccc1-c1nc(-c2cc(C(F)(F)F)cc(C(F)(F)F)c2)no1. The result is 0 (non-inhibitor). (10) The compound is CCOC(=O)N1CCN(C(=O)CCn2nc(-c3ccccc3)ccc2=O)CC1. The result is 0 (non-inhibitor).